Dataset: Forward reaction prediction with 1.9M reactions from USPTO patents (1976-2016). Task: Predict the product of the given reaction. (1) Given the reactants [CH3:1][O:2][C:3]1[CH:11]=[CH:10][C:6]([N:7]([CH3:9])[CH3:8])=[C:5]([N+:12]([O-])=O)[CH:4]=1.[C:15](OC(=O)C)(=[O:17])[CH3:16].[H][H], predict the reaction product. The product is: [CH3:8][N:7]([CH3:9])[C:6]1[CH:10]=[CH:11][C:3]([O:2][CH3:1])=[CH:4][C:5]=1[NH:12][C:15](=[O:17])[CH3:16]. (2) Given the reactants [CH3:1][O:2][C:3](=[O:21])[C:4]1[CH:9]=[C:8]([CH3:10])[C:7]([Cl:11])=[N:6][C:5]=1[NH:12][C:13]1[CH:18]=[CH:17][C:16]([I:19])=[CH:15][C:14]=1[F:20].[F:22][C:23]([F:30])([F:29])[S:24]([O:27]C)(=[O:26])=[O:25], predict the reaction product. The product is: [F:22][C:23]([F:30])([F:29])[S:24]([O-:27])(=[O:26])=[O:25].[Cl:11][C:7]1[C:8]([CH3:10])=[CH:9][C:4]([C:3]([O:2][CH3:1])=[O:21])=[C:5]([NH:12][C:13]2[CH:18]=[CH:17][C:16]([I:19])=[CH:15][C:14]=2[F:20])[N+:6]=1[CH3:23]. (3) Given the reactants [CH3:1][CH:2]([CH2:4][C@H:5]([CH2:10][NH2:11])[CH2:6][C:7]([OH:9])=[O:8])[CH3:3].[C:12]([OH:21])(=[O:20])[C@@H:13]([C@H:15]([C:17]([OH:19])=[O:18])[OH:16])[OH:14].C(O)CCC, predict the reaction product. The product is: [CH3:3][CH:2]([CH2:4][C@H:5]([CH2:10][NH2:11])[CH2:6][C:7]([OH:9])=[O:8])[CH3:1].[C:17]([C@@H:15]([C@H:13]([C:12]([O-:21])=[O:20])[OH:14])[OH:16])([O-:19])=[O:18]. (4) Given the reactants [CH:1]1[C:9]2[C:8]3[CH:10]=[CH:11][CH:12]=[CH:13][C:7]=3[O:6][C:5]=2[C:4]([C:14]2[CH:15]=[C:16]3[C:24](=[CH:25][CH:26]=2)[NH:23][C:22]2[CH:21]=[C:20]4[C:27]([CH3:35])([CH3:34])[C:28]5[C:33]([C:19]4=[CH:18][C:17]3=2)=[CH:32][CH:31]=[CH:30][CH:29]=5)=[CH:3][CH:2]=1.[H-].[Na+].Cl[C:39]1[N:44]=[C:43]([C:45]2[CH:50]=[CH:49][CH:48]=[CH:47][CH:46]=2)[N:42]=[C:41]([C:51]2[CH:56]=[CH:55][CH:54]=[CH:53][CH:52]=2)[N:40]=1, predict the reaction product. The product is: [CH:1]1[C:9]2[C:8]3[CH:10]=[CH:11][CH:12]=[CH:13][C:7]=3[O:6][C:5]=2[C:4]([C:14]2[CH:15]=[C:16]3[C:24](=[CH:25][CH:26]=2)[N:23]([C:39]2[N:44]=[C:43]([C:45]4[CH:50]=[CH:49][CH:48]=[CH:47][CH:46]=4)[N:42]=[C:41]([C:51]4[CH:52]=[CH:53][CH:54]=[CH:55][CH:56]=4)[N:40]=2)[C:22]2[CH:21]=[C:20]4[C:27]([CH3:35])([CH3:34])[C:28]5[C:33]([C:19]4=[CH:18][C:17]3=2)=[CH:32][CH:31]=[CH:30][CH:29]=5)=[CH:3][CH:2]=1. (5) Given the reactants [OH:1][C:2]1[CH:3]=[C:4]2[C:8](=[CH:9][CH:10]=1)[N:7]([CH2:11][C:12]([F:15])([F:14])[F:13])[C:6]([C:16]([O:18][CH2:19][CH3:20])=[O:17])=[CH:5]2.S(Cl)([Cl:24])(=O)=O, predict the reaction product. The product is: [Cl:24][C:3]1[C:2]([OH:1])=[CH:10][CH:9]=[C:8]2[C:4]=1[CH:5]=[C:6]([C:16]([O:18][CH2:19][CH3:20])=[O:17])[N:7]2[CH2:11][C:12]([F:15])([F:13])[F:14]. (6) Given the reactants [NH2:1][C@H:2]([C:12]([OH:14])=[O:13])[CH2:3][O:4][CH2:5][C:6]1[CH:11]=[CH:10][CH:9]=[CH:8][CH:7]=1.O.N1C=CC=CC=1.[NH:22]([C:43]([O:45][C:46]([CH3:49])([CH3:48])[CH3:47])=[O:44])[C@H:23]([C:33](ON1C(=O)CCC1=O)=[O:34])[CH2:24][CH2:25][C:26](=[O:32])[O:27][C:28]([CH3:31])([CH3:30])[CH3:29], predict the reaction product. The product is: [NH:22]([C:43]([O:45][C:46]([CH3:49])([CH3:48])[CH3:47])=[O:44])[C@H:23]([C:33]([NH:1][C@H:2]([C:12]([OH:14])=[O:13])[CH2:3][O:4][CH2:5][C:6]1[CH:7]=[CH:8][CH:9]=[CH:10][CH:11]=1)=[O:34])[CH2:24][CH2:25][C:26](=[O:32])[O:27][C:28]([CH3:31])([CH3:29])[CH3:30]. (7) Given the reactants [NH2:1][C:2]1[N:10]=[CH:9][N:8]=[C:7]2[C:3]=1[N:4]=[CH:5][N:6]2[C@H:11]1[C@@H:15]2[O:16][C:17]([CH3:20])([CH3:19])[O:18][C@@H:14]2[C@@H:13]([CH2:21][N:22]([CH3:30])[CH2:23][CH2:24][C@@H:25]([NH2:29])[CH:26]([CH3:28])[CH3:27])[O:12]1.CCN(CC)CC.[N-:38]=[C:39]=[O:40].[C:41]([C:45]1[CH:50]=[CH:49][CH:48]=[CH:47][CH:46]=1)([CH3:44])([CH3:43])[CH3:42], predict the reaction product. The product is: [NH2:1][C:2]1[N:10]=[CH:9][N:8]=[C:7]2[C:3]=1[N:4]=[CH:5][N:6]2[C@H:11]1[C@@H:15]2[O:16][C:17]([CH3:20])([CH3:19])[O:18][C@@H:14]2[C@@H:13]([CH2:21][N:22]([CH3:30])[CH2:23][CH2:24][C@@H:25]([NH:29][C:39]([NH:38][C:48]2[CH:49]=[CH:50][C:45]([C:41]([CH3:44])([CH3:43])[CH3:42])=[CH:46][CH:47]=2)=[O:40])[CH:26]([CH3:27])[CH3:28])[O:12]1.